This data is from Forward reaction prediction with 1.9M reactions from USPTO patents (1976-2016). The task is: Predict the product of the given reaction. (1) Given the reactants [CH3:1][O:2][C:3]1[CH:19]=[CH:18][C:6]([CH2:7][N:8]2[C:12]3[N:13]=[CH:14][CH:15]=[C:16]([OH:17])[C:11]=3[CH:10]=[N:9]2)=[CH:5][CH:4]=1.[Cl:20][C:21]1[CH:26]=[C:25](F)[C:24]([CH3:28])=[CH:23][C:22]=1[N+:29]([O-:31])=[O:30].C(=O)([O-])[O-].[Cs+].[Cs+], predict the reaction product. The product is: [CH3:1][O:2][C:3]1[CH:4]=[CH:5][C:6]([CH2:7][N:8]2[C:12]3=[N:13][CH:14]=[CH:15][C:16]([O:17][C:25]4[CH:26]=[C:21]([Cl:20])[C:22]([N+:29]([O-:31])=[O:30])=[CH:23][C:24]=4[CH3:28])=[C:11]3[CH:10]=[N:9]2)=[CH:18][CH:19]=1. (2) Given the reactants [Br:1][C:2]1[CH:11]=[CH:10][C:9]2[C:4](=[CH:5][CH:6]=[CH:7][CH:8]=2)[CH:3]=1.[Cl:12][CH2:13][C:14](Cl)=[O:15].O.CCOC(C)=O.CCCCCC, predict the reaction product. The product is: [Br:1][C:2]1[CH:3]=[C:4]2[C:9](=[CH:10][CH:11]=1)[CH:8]=[C:7]([C:14](=[O:15])[CH2:13][Cl:12])[CH:6]=[CH:5]2. (3) Given the reactants [Cl:1][C:2]1[CH:8]=[C:7]([N+:9]([O-:11])=[O:10])[CH:6]=[CH:5][C:3]=1[NH2:4].Cl[N:13]([N+]([O-])=O)[C:14]1[CH:19]=[CH:18][CH:17]=[CH:16][CH:15]=1.N([O-])=O.[Na+].NC(N)=O.[OH:31][CH2:32][CH2:33][CH2:34][N:35](C1C=CC=CC=1)[CH2:36][CH2:37][CH2:38][C:39]([O:41][CH2:42][CH3:43])=[O:40].C([O-])(=O)C.[Na+], predict the reaction product. The product is: [Cl:1][C:2]1[CH:8]=[C:7]([N+:9]([O-:11])=[O:10])[CH:6]=[CH:5][C:3]=1[N:4]=[N:13][C:14]1[CH:19]=[CH:18][C:17]([N:35]([CH2:34][CH2:33][CH2:32][OH:31])[CH2:36][CH2:37][CH2:38][C:39]([O:41][CH2:42][CH3:43])=[O:40])=[CH:16][CH:15]=1. (4) Given the reactants [F:1][C:2]1[CH:7]=[CH:6][C:5]([C:8]2[C:12]([C:13]3[CH:18]=[CH:17][N:16]=[CH:15][CH:14]=3)=[CH:11][NH:10][N:9]=2)=[CH:4][CH:3]=1.[Br:19]N1C(=O)CCC1=O.O.C(OCC)(=O)C, predict the reaction product. The product is: [Br:19][C:11]1[NH:10][N:9]=[C:8]([C:5]2[CH:4]=[CH:3][C:2]([F:1])=[CH:7][CH:6]=2)[C:12]=1[C:13]1[CH:18]=[CH:17][N:16]=[CH:15][CH:14]=1. (5) Given the reactants Br[C:2]1[O:11][CH2:10][C:9]2[CH:8]([N:12]([CH3:14])[CH3:13])[CH2:7][C:6]3=[CH:15][N:16]([Si:18]([CH:25]([CH3:27])[CH3:26])([CH:22]([CH3:24])[CH3:23])[CH:19]([CH3:21])[CH3:20])[CH:17]=[C:4]([C:5]=23)[CH:3]=1.[Li]CCCC.CN(C)[CH:35]=[O:36], predict the reaction product. The product is: [CH3:13][N:12]([CH3:14])[CH:8]1[C:9]2[CH2:10][O:11][C:2]([CH:35]=[O:36])=[CH:3][C:4]3=[CH:17][N:16]([Si:18]([CH:22]([CH3:24])[CH3:23])([CH:25]([CH3:26])[CH3:27])[CH:19]([CH3:20])[CH3:21])[CH:15]=[C:6]([C:5]=23)[CH2:7]1. (6) Given the reactants Br[C:2]1[CH:3]=[C:4]([C:8]([CH3:23])([CH3:22])[C@H:9]([N:13]([C:15](OC(C)(C)C)=O)C)[C:10]([OH:12])=[O:11])[CH:5]=[CH:6][CH:7]=1.CC1C=NC2C(C=1C)=CC=C1C=2N=CC(C)=C1C.CO.[CH2:44]([OH:59])[CH2:45][O:46][CH2:47][CH2:48][O:49][CH2:50][CH2:51][O:52][CH2:53][CH2:54][O:55][CH2:56][CH2:57][OH:58], predict the reaction product. The product is: [OH:58][CH2:57][CH2:56][O:55][CH2:54][CH2:53][O:52][CH2:51][CH2:50][O:49][CH2:48][CH2:47][O:46][CH2:45][CH2:44][O:59][C:2]1[CH:3]=[C:4]([C:8]([CH3:22])([CH3:23])[C@H:9]([NH:13][CH3:15])[C:10]([OH:12])=[O:11])[CH:5]=[CH:6][CH:7]=1. (7) Given the reactants [N:1]([CH:4]([CH3:28])[CH2:5][O:6][CH:7]1[CH2:27][CH2:26][C:10]2[N:11]=[C:12]([C:14]3[CH:19]=[CH:18][C:17]([O:20][CH2:21][CH:22]4[CH2:24][CH2:23]4)=[C:16]([F:25])[CH:15]=3)[O:13][C:9]=2[CH2:8]1)=[N+]=[N-].C1C[O:32][CH2:31][CH2:30]1, predict the reaction product. The product is: [CH:22]1([CH2:21][O:20][C:17]2[CH:18]=[CH:19][C:14]([C:12]3[O:13][C:9]4[CH2:8][CH:7]([O:6][CH2:5][CH:4]([NH:1][C:31](=[O:32])[CH3:30])[CH3:28])[CH2:27][CH2:26][C:10]=4[N:11]=3)=[CH:15][C:16]=2[F:25])[CH2:24][CH2:23]1. (8) Given the reactants [N+:1]([C:4]1[CH:20]=[CH:19][C:7]([C:8]([N:10]2[CH2:14][CH2:13][S:12][CH:11]2[C:15]([O:17]C)=[O:16])=[O:9])=[CH:6][CH:5]=1)([O-:3])=[O:2].[Li+].[OH-], predict the reaction product. The product is: [N+:1]([C:4]1[CH:5]=[CH:6][C:7]([C:8]([N:10]2[CH2:14][CH2:13][S:12][CH:11]2[C:15]([OH:17])=[O:16])=[O:9])=[CH:19][CH:20]=1)([O-:3])=[O:2].